This data is from Reaction yield outcomes from USPTO patents with 853,638 reactions. The task is: Predict the reaction yield, written as a fraction of the theoretical maximum amount of product (1.0 means a 100% yield; for example, 0.34 means a 34% yield). (1) The reactants are NC1C=C(OC2C=CC(C3N(CC4C=CC(C)=CC=4C)C(=O)C(C#N)=C(C(F)(F)F)C=3)=CC=2)C=CC=1.ClC(Cl)(OC(=O)OC(Cl)(Cl)Cl)Cl.[CH3:49][C:50]1[CH:85]=[C:84]([CH3:86])[CH:83]=[CH:82][C:51]=1[CH2:52][N:53]1[C:58]([C:59]2[CH:64]=[CH:63][C:62]([O:65][C:66]3[CH:71]=[CH:70][CH:69]=[C:68]([N:72]=[C:73]=[O:74])[CH:67]=3)=[CH:61][CH:60]=2)=[CH:57][C:56]([C:75]([F:78])([F:77])[F:76])=[C:55]([C:79]#[N:80])[C:54]1=[O:81].[N:87]1([CH2:93][CH2:94][CH2:95][OH:96])[CH2:92][CH2:91][O:90][CH2:89][CH2:88]1. The catalyst is ClCCl.CN(C1C=CN=CC=1)C. The product is [C:79]([C:55]1[C:54](=[O:81])[N:53]([CH2:52][C:51]2[CH:82]=[CH:83][C:84]([CH3:86])=[CH:85][C:50]=2[CH3:49])[C:58]([C:59]2[CH:64]=[CH:63][C:62]([O:65][C:66]3[CH:67]=[C:68]([NH:72][C:73](=[O:74])[O:96][CH2:95][CH2:94][CH2:93][N:87]4[CH2:92][CH2:91][O:90][CH2:89][CH2:88]4)[CH:69]=[CH:70][CH:71]=3)=[CH:61][CH:60]=2)=[CH:57][C:56]=1[C:75]([F:76])([F:77])[F:78])#[N:80]. The yield is 0.323. (2) The reactants are [NH2:1][CH2:2][CH2:3][N:4]([CH3:15])[CH2:5][CH2:6][NH:7][C:8](=[O:14])[O:9][C:10]([CH3:13])([CH3:12])[CH3:11].[CH3:16][C:17]1[C:22]([O:23][CH3:24])=[C:21]([CH2:25]/[CH:26]=[C:27](/[CH2:29][CH2:30][C:31](O)=[O:32])\[CH3:28])[C:20]([OH:34])=[C:19]2[C:35]([O:37][CH2:38][C:18]=12)=[O:36].C(Cl)CCl. The catalyst is CC#N.CCOC(C)=O. The product is [OH:34][C:20]1[C:21]([CH2:25]/[CH:26]=[C:27](\[CH3:28])/[CH2:29][CH2:30][C:31]([NH:1][CH2:2][CH2:3][N:4]([CH3:15])[CH2:5][CH2:6][NH:7][C:8](=[O:14])[O:9][C:10]([CH3:11])([CH3:12])[CH3:13])=[O:32])=[C:22]([O:23][CH3:24])[C:17]([CH3:16])=[C:18]2[C:19]=1[C:35](=[O:36])[O:37][CH2:38]2. The yield is 0.840. (3) The reactants are [NH2:1][C@@H:2]1[C:10]2[C:5](=[CH:6][CH:7]=[CH:8][CH:9]=2)[CH2:4][CH2:3]1.[CH3:11]CN(CC)CC.C(OC(OC(OC(C)(C)C)=O)=O)(C)(C)C. The catalyst is C1COCC1. The product is [CH3:11][NH:1][C@@H:2]1[C:10]2[C:5](=[CH:6][CH:7]=[CH:8][CH:9]=2)[CH2:4][CH2:3]1. The yield is 0.770. (4) The reactants are [CH:1]([N:3]1[CH2:9][C:8]2[CH:10]=[CH:11][C:12]([C:14](OC)=[O:15])=[CH:13][C:7]=2[O:6][C@@H:5]([C:18]2[CH:23]=[CH:22][CH:21]=[CH:20][CH:19]=2)[CH2:4]1)=[O:2].[OH-:24].[Na+].[NH2:26]O. The catalyst is C1COCC1.CO. The product is [CH:1]([N:3]1[CH2:9][C:8]2[CH:10]=[CH:11][C:12]([C:14]([NH:26][OH:24])=[O:15])=[CH:13][C:7]=2[O:6][C@@H:5]([C:18]2[CH:23]=[CH:22][CH:21]=[CH:20][CH:19]=2)[CH2:4]1)=[O:2]. The yield is 0.0800. (5) The reactants are C(N(CC)CC)C.[CH3:8][S:9](Cl)(=[O:11])=[O:10].[S:13]1[CH:17]=[CH:16][CH:15]=[C:14]1[CH2:18][CH:19]([OH:22])[CH2:20][CH3:21]. The catalyst is ClCCl. The product is [CH3:8][S:9]([O:22][CH:19]([CH2:20][CH3:21])[CH2:18][C:14]1[S:13][CH:17]=[CH:16][CH:15]=1)(=[O:11])=[O:10]. The yield is 0.880. (6) The reactants are [CH2:1]([O:8][C:9]1[CH:10]=[C:11]([CH:23]([CH:25]2[CH2:27][CH2:26]2)O)[N:12]=[N:13][C:14]=1[O:15][CH2:16][C:17]1[CH:22]=[CH:21][CH:20]=[CH:19][CH:18]=1)[C:2]1[CH:7]=[CH:6][CH:5]=[CH:4][CH:3]=1.C(N(CC)CC)C.CS(Cl)(=O)=O. The catalyst is ClCCl. The product is [CH2:16]([O:15][C:14]1[N:13]=[N:12][C:11]([CH:23]=[C:25]2[CH2:27][CH2:26]2)=[CH:10][C:9]=1[O:8][CH2:1][C:2]1[CH:3]=[CH:4][CH:5]=[CH:6][CH:7]=1)[C:17]1[CH:18]=[CH:19][CH:20]=[CH:21][CH:22]=1. The yield is 0.560. (7) The reactants are [Br:1][C:2]1[CH:11]=[CH:10][C:9]([O:12][CH:13]2[CH2:18][CH2:17][N:16](C(OC(C)(C)C)=O)[CH2:15][CH2:14]2)=[C:8]2[C:3]=1[CH:4]=[N:5][C:6]([NH:26][C:27]1[CH:32]=[CH:31][C:30]([N:33]3[CH2:38][CH2:37][O:36][CH2:35][CH2:34]3)=[C:29]([Cl:39])[CH:28]=1)=[N:7]2. The catalyst is C(O)(C(F)(F)F)=O.C(Cl)Cl. The product is [Br:1][C:2]1[CH:11]=[CH:10][C:9]([O:12][CH:13]2[CH2:18][CH2:17][NH:16][CH2:15][CH2:14]2)=[C:8]2[C:3]=1[CH:4]=[N:5][C:6]([NH:26][C:27]1[CH:32]=[CH:31][C:30]([N:33]3[CH2:38][CH2:37][O:36][CH2:35][CH2:34]3)=[C:29]([Cl:39])[CH:28]=1)=[N:7]2. The yield is 0.500.